The task is: Regression. Given two drug SMILES strings and cell line genomic features, predict the synergy score measuring deviation from expected non-interaction effect.. This data is from NCI-60 drug combinations with 297,098 pairs across 59 cell lines. (1) Drug 1: CCC1=CC2CC(C3=C(CN(C2)C1)C4=CC=CC=C4N3)(C5=C(C=C6C(=C5)C78CCN9C7C(C=CC9)(C(C(C8N6C)(C(=O)OC)O)OC(=O)C)CC)OC)C(=O)OC. Drug 2: B(C(CC(C)C)NC(=O)C(CC1=CC=CC=C1)NC(=O)C2=NC=CN=C2)(O)O. Cell line: NCIH23. Synergy scores: CSS=1.96, Synergy_ZIP=-20.0, Synergy_Bliss=-65.5, Synergy_Loewe=-67.2, Synergy_HSA=-63.9. (2) Drug 1: CN(C)C1=NC(=NC(=N1)N(C)C)N(C)C. Drug 2: CC1=C(C(CCC1)(C)C)C=CC(=CC=CC(=CC(=O)O)C)C. Cell line: SK-MEL-28. Synergy scores: CSS=0.294, Synergy_ZIP=3.05, Synergy_Bliss=5.57, Synergy_Loewe=0.00762, Synergy_HSA=0.525. (3) Drug 1: C1=CN(C(=O)N=C1N)C2C(C(C(O2)CO)O)O.Cl. Drug 2: N.N.Cl[Pt+2]Cl. Cell line: SF-295. Synergy scores: CSS=40.3, Synergy_ZIP=0.370, Synergy_Bliss=3.90, Synergy_Loewe=-2.79, Synergy_HSA=3.89. (4) Drug 1: CC1=C(C(CCC1)(C)C)C=CC(=CC=CC(=CC(=O)O)C)C. Drug 2: CC1CCC2CC(C(=CC=CC=CC(CC(C(=O)C(C(C(=CC(C(=O)CC(OC(=O)C3CCCCN3C(=O)C(=O)C1(O2)O)C(C)CC4CCC(C(C4)OC)OCCO)C)C)O)OC)C)C)C)OC. Cell line: NCI-H322M. Synergy scores: CSS=5.12, Synergy_ZIP=-1.11, Synergy_Bliss=-1.69, Synergy_Loewe=-0.0381, Synergy_HSA=-0.158. (5) Drug 1: CN(C)N=NC1=C(NC=N1)C(=O)N. Drug 2: C(CN)CNCCSP(=O)(O)O. Cell line: CCRF-CEM. Synergy scores: CSS=28.2, Synergy_ZIP=2.26, Synergy_Bliss=2.57, Synergy_Loewe=5.95, Synergy_HSA=8.54. (6) Drug 1: CCCCCOC(=O)NC1=NC(=O)N(C=C1F)C2C(C(C(O2)C)O)O. Drug 2: C1C(C(OC1N2C=NC(=NC2=O)N)CO)O. Cell line: NCI-H226. Synergy scores: CSS=-7.97, Synergy_ZIP=1.44, Synergy_Bliss=-2.10, Synergy_Loewe=-9.61, Synergy_HSA=-7.51.